This data is from Forward reaction prediction with 1.9M reactions from USPTO patents (1976-2016). The task is: Predict the product of the given reaction. (1) Given the reactants [F:1][C:2]1[CH:3]=[C:4]([CH:9]2[N:14]([C:15](OC3C=CC([N+]([O-])=O)=CC=3)=[O:16])[C:13](=[O:27])[NH:12][C:11]([CH3:28])=[C:10]2[C:29]([O:31][CH3:32])=[O:30])[CH:5]=[CH:6][C:7]=1[F:8].[NH2:33][CH2:34][CH2:35][CH2:36][N:37]1[CH:41]=[CH:40][N:39]=[CH:38]1, predict the reaction product. The product is: [CH3:32][O:31][C:29]([C:10]1[CH:9]([C:4]2[CH:5]=[CH:6][C:7]([F:8])=[C:2]([F:1])[CH:3]=2)[N:14]([C:15](=[O:16])[NH:33][CH2:34][CH2:35][CH2:36][N:37]2[CH:41]=[CH:40][N:39]=[CH:38]2)[C:13](=[O:27])[NH:12][C:11]=1[CH3:28])=[O:30]. (2) Given the reactants [C:1]([O:14][CH2:15][C:16]1[CH:21]=[CH:20][CH:19]=[CH:18][CH:17]=1)(=[O:13])[CH2:2][C:3]([O:5][CH2:6][C:7]1[CH:12]=[CH:11][CH:10]=[CH:9][CH:8]=1)=[O:4].[H-].[Na+].Cl[C:25]1[CH:30]=[CH:29][N:28]=[CH:27][C:26]=1[N+:31]([O-:33])=[O:32], predict the reaction product. The product is: [CH2:6]([O:5][C:3](=[O:4])[CH:2]([C:25]1[CH:30]=[CH:29][N:28]=[CH:27][C:26]=1[N+:31]([O-:33])=[O:32])[C:1]([O:14][CH2:15][C:16]1[CH:17]=[CH:18][CH:19]=[CH:20][CH:21]=1)=[O:13])[C:7]1[CH:12]=[CH:11][CH:10]=[CH:9][CH:8]=1. (3) Given the reactants [Cl:1][C:2]1[CH:7]=[CH:6][C:5]([C:8]2[N:12]([C:13]3[CH:18]=[CH:17][C:16]([Cl:19])=[CH:15][C:14]=3[Cl:20])[N:11]=[C:10]([C:21](O)=[O:22])[C:9]=2[CH3:24])=[CH:4][CH:3]=1.[NH:25]1[CH2:30][CH2:29][CH:28]([NH:31][C:32](=[O:38])[O:33][C:34]([CH3:37])([CH3:36])[CH3:35])[CH2:27][CH2:26]1.C(N(CC)CC)C.F[P-](F)(F)(F)(F)F.N1(O[P+](N(C)C)(N(C)C)N(C)C)C2C=CC=CC=2N=N1, predict the reaction product. The product is: [Cl:1][C:2]1[CH:3]=[CH:4][C:5]([C:8]2[N:12]([C:13]3[CH:18]=[CH:17][C:16]([Cl:19])=[CH:15][C:14]=3[Cl:20])[N:11]=[C:10]([C:21]([N:25]3[CH2:26][CH2:27][CH:28]([NH:31][C:32](=[O:38])[O:33][C:34]([CH3:35])([CH3:37])[CH3:36])[CH2:29][CH2:30]3)=[O:22])[C:9]=2[CH3:24])=[CH:6][CH:7]=1. (4) Given the reactants [Cl:1][C:2]1[CH:7]=[CH:6][C:5]([C@H:8]2[N:15]3[C:11]([S:12][C:13]([C:19]([N:21]4[CH2:28][CH2:27][CH2:26][C@H:22]4[C:23](O)=[O:24])=[O:20])=[C:14]3[CH:16]([CH3:18])[CH3:17])=[N:10][C@:9]2([C:30]2[CH:35]=[CH:34][C:33]([Cl:36])=[CH:32][CH:31]=2)[CH3:29])=[CH:4][CH:3]=1.[CH3:37][N:38]([CH3:44])[C@H:39]1[CH2:43][CH2:42][NH:41][CH2:40]1, predict the reaction product. The product is: [Cl:1][C:2]1[CH:7]=[CH:6][C:5]([C@H:8]2[N:15]3[C:11]([S:12][C:13]([C:19]([N:21]4[CH2:28][CH2:27][CH2:26][C@H:22]4[C:23]([N:41]4[CH2:42][CH2:43][C@H:39]([N:38]([CH3:44])[CH3:37])[CH2:40]4)=[O:24])=[O:20])=[C:14]3[CH:16]([CH3:17])[CH3:18])=[N:10][C@:9]2([C:30]2[CH:35]=[CH:34][C:33]([Cl:36])=[CH:32][CH:31]=2)[CH3:29])=[CH:4][CH:3]=1. (5) Given the reactants [CH2:1]([C:8]1[CH:9]=[N:10][C:11]2[C:16]([C:17]=1Br)=[CH:15][CH:14]=[CH:13][C:12]=2[C:19]([F:22])([F:21])[F:20])[C:2]1[CH:7]=[CH:6][CH:5]=[CH:4][CH:3]=1.[CH3:23][O:24][C:25]1[CH:26]=[C:27]([CH2:31][C:32]#[N:33])[CH:28]=[CH:29][CH:30]=1.[H-].[Na+], predict the reaction product. The product is: [CH2:1]([C:8]1[CH:9]=[N:10][C:11]2[C:16]([C:17]=1[CH:31]([C:27]1[CH:28]=[CH:29][CH:30]=[C:25]([O:24][CH3:23])[CH:26]=1)[C:32]#[N:33])=[CH:15][CH:14]=[CH:13][C:12]=2[C:19]([F:22])([F:21])[F:20])[C:2]1[CH:7]=[CH:6][CH:5]=[CH:4][CH:3]=1. (6) The product is: [CH2:24]([O:26][C:27](=[O:53])[C:28]1[C:36]([F:37])=[C:35]([N:38]([CH2:39][C:40]2[CH:45]=[CH:44][CH:43]=[CH:42][CH:41]=2)[CH2:46][C:47]2[CH:52]=[CH:51][CH:50]=[CH:49][CH:48]=2)[CH:34]=[C:30]([C:31]([N:14]([CH3:13])[CH2:15][CH2:16][CH3:17])=[O:32])[CH:29]=1)[CH3:25]. Given the reactants O.ON1C2C=CC=CC=2N=N1.Cl.[CH3:13][N:14](C)[CH2:15][CH2:16][CH2:17]N=C=NCC.[CH2:24]([O:26][C:27](=[O:53])[C:28]1[CH:29]=[C:30]([CH:34]=[C:35]([N:38]([CH2:46][C:47]2[CH:52]=[CH:51][CH:50]=[CH:49][CH:48]=2)[CH2:39][C:40]2[CH:45]=[CH:44][CH:43]=[CH:42][CH:41]=2)[C:36]=1[F:37])[C:31](O)=[O:32])[CH3:25].CNCCC.C(=O)([O-])[O-].[K+].[K+], predict the reaction product.